The task is: Regression. Given a peptide amino acid sequence and an MHC pseudo amino acid sequence, predict their binding affinity value. This is MHC class I binding data.. This data is from Peptide-MHC class I binding affinity with 185,985 pairs from IEDB/IMGT. (1) The peptide sequence is TAVAKCNLNH. The MHC is HLA-A33:01 with pseudo-sequence HLA-A33:01. The binding affinity (normalized) is 0.149. (2) The peptide sequence is NLDISSVQL. The MHC is HLA-A02:02 with pseudo-sequence HLA-A02:02. The binding affinity (normalized) is 0.279. (3) The MHC is HLA-A31:01 with pseudo-sequence HLA-A31:01. The binding affinity (normalized) is 0.0847. The peptide sequence is PHAATIRVL. (4) The peptide sequence is WNSGNEWITD. The MHC is HLA-A32:01 with pseudo-sequence HLA-A32:01. The binding affinity (normalized) is 0.181. (5) The binding affinity (normalized) is 0.213. The MHC is HLA-A03:01 with pseudo-sequence HLA-A03:01. The peptide sequence is EPRVQLVPL.